From a dataset of Catalyst prediction with 721,799 reactions and 888 catalyst types from USPTO. Predict which catalyst facilitates the given reaction. (1) Reactant: [N:1]1[CH:6]=[CH:5][CH:4]=[CH:3][C:2]=1[C:7]([OH:9])=O.C(N(CC)CC)C.F[P-](F)(F)(F)(F)F.N1(OC(N(C)C)=[N+](C)C)C2C=CC=CC=2N=N1.[NH2:41][C:42]12[CH2:51][CH:46]3[CH2:47][CH:48]([CH2:50][C:44]([OH:52])([CH2:45]3)[CH2:43]1)[CH2:49]2. Product: [OH:52][C:44]12[CH2:50][CH:48]3[CH2:47][CH:46]([CH2:51][C:42]([NH:41][C:7]([C:2]4[CH:3]=[CH:4][CH:5]=[CH:6][N:1]=4)=[O:9])([CH2:49]3)[CH2:43]1)[CH2:45]2. The catalyst class is: 3. (2) Reactant: [C:1]1([CH2:11][CH2:12][O:13][CH2:14][C:15](O)=[O:16])[C:10]2[C:5](=[CH:6][CH:7]=[CH:8][CH:9]=2)[CH:4]=[CH:3][CH:2]=1.CO. Product: [C:1]1([CH2:11][CH2:12][O:13][CH2:14][CH2:15][OH:16])[C:10]2[C:5](=[CH:6][CH:7]=[CH:8][CH:9]=2)[CH:4]=[CH:3][CH:2]=1. The catalyst class is: 7.